Dataset: Full USPTO retrosynthesis dataset with 1.9M reactions from patents (1976-2016). Task: Predict the reactants needed to synthesize the given product. (1) Given the product [F:25][C:26]1[CH:27]=[C:28]([NH:29][C:4]([C:6]2[NH:7][C:8]3[C:13]([CH:14]=2)=[CH:12][C:11]([NH:15][CH:16]2[CH2:17][CH2:18][N:19]([CH:22]([CH3:23])[CH3:24])[CH2:20][CH2:21]2)=[CH:10][CH:9]=3)=[O:5])[CH:30]=[CH:31][C:32]=1[F:33], predict the reactants needed to synthesize it. The reactants are: C(O[C:4]([C:6]1[NH:7][C:8]2[C:13]([CH:14]=1)=[CH:12][C:11]([NH:15][CH:16]1[CH2:21][CH2:20][N:19]([CH:22]([CH3:24])[CH3:23])[CH2:18][CH2:17]1)=[CH:10][CH:9]=2)=[O:5])C.[F:25][C:26]1[CH:27]=[C:28]([CH:30]=[CH:31][C:32]=1[F:33])[NH2:29]. (2) Given the product [CH2:27]([N:5]([CH2:1][CH2:2][CH2:3][CH3:4])[C:6]1[CH:11]=[CH:10][C:9]([CH:12]=[CH:13][C:14]2[CH2:19][C:18]([CH3:20])([CH3:21])[CH2:17][C:16](=[CH:22][CH:23]=[CH:38][C:37]3[C:36]([CH3:43])([C:39]([F:42])([F:40])[F:41])[O:35][C:34](=[C:44]([C:45]#[N:46])[C:47]#[N:48])[C:33]=3[C:31]#[N:32])[CH:15]=2)=[C:8]([O:25][CH3:26])[CH:7]=1)[CH2:28][CH2:29][CH3:30], predict the reactants needed to synthesize it. The reactants are: [CH2:1]([N:5]([CH2:27][CH2:28][CH2:29][CH3:30])[C:6]1[CH:11]=[CH:10][C:9]([CH:12]=[CH:13][C:14]2[CH2:19][C:18]([CH3:21])([CH3:20])[CH2:17][C:16](=[CH:22][CH:23]=O)[CH:15]=2)=[C:8]([O:25][CH3:26])[CH:7]=1)[CH2:2][CH2:3][CH3:4].[C:31]([C:33]1[C:34](=[C:44]([C:47]#[N:48])[C:45]#[N:46])[O:35][C:36]([CH3:43])([C:39]([F:42])([F:41])[F:40])[C:37]=1[CH3:38])#[N:32]. (3) Given the product [CH:10]([CH:11]1[CH2:12][CH2:13][NH:8][C:1]2[CH:6]=[CH:5][CH:4]=[CH:3][C:2]=2[NH:7]1)([CH3:16])[CH3:9], predict the reactants needed to synthesize it. The reactants are: [C:1]1([NH2:8])[CH:6]=[CH:5][CH:4]=[CH:3][C:2]=1[NH2:7].[CH3:9][CH:10]([CH3:16])/[CH:11]=[CH:12]/[C:13](O)=O. (4) Given the product [Br:1][C:2]1[CH:19]=[CH:18][C:5]([O:6][C:7]2[C:12]([CH3:13])=[CH:11][C:10]([NH2:14])=[C:9]([CH3:17])[CH:8]=2)=[CH:4][CH:3]=1, predict the reactants needed to synthesize it. The reactants are: [Br:1][C:2]1[CH:19]=[CH:18][C:5]([O:6][C:7]2[C:12]([CH3:13])=[CH:11][C:10]([N+:14]([O-])=O)=[C:9]([CH3:17])[CH:8]=2)=[CH:4][CH:3]=1.O.O.[Sn](Cl)Cl.[OH-].[Na+]. (5) Given the product [NH2:16][C:14]([CH3:19])([CH3:15])[CH2:13][CH2:12][N:7]1[C:6]2[CH:20]=[CH:21][C:3]([O:2][CH3:1])=[CH:4][C:5]=2[N:9]([CH3:10])[C:8]1=[O:11], predict the reactants needed to synthesize it. The reactants are: [CH3:1][O:2][C:3]1[CH:21]=[CH:20][C:6]2[N:7]([CH2:12][CH2:13][C:14]([CH3:19])([N+:16]([O-])=O)[CH3:15])[C:8](=[O:11])[N:9]([CH3:10])[C:5]=2[CH:4]=1.Cl[Sn]Cl. (6) Given the product [OH:2][C:3]1[CH:4]=[C:5]([CH:8]=[CH:9][C:10]=1[OH:11])[C:6]#[N:7], predict the reactants needed to synthesize it. The reactants are: C1[O:11][C:10]2[CH:9]=[CH:8][C:5]([C:6]#[N:7])=[CH:4][C:3]=2[O:2]1.COC1C=C(C=CC=1O)C#N. (7) The reactants are: [Br:1][C:2]1[CH:3]=[C:4]2[C:8](=[CH:9][CH:10]=1)[NH:7][C:6](=[O:11])[C:5]2=O.[O:13]1[C:17]2[CH:18]=[CH:19][C:20]([CH2:22][CH2:23][C:24]([NH:26][C:27]3[CH:32]=[CH:31][C:30]([C:33]([NH:35][NH2:36])=[O:34])=[CH:29][CH:28]=3)=[O:25])=[CH:21][C:16]=2[O:15][CH2:14]1. Given the product [O:13]1[C:17]2[CH:18]=[CH:19][C:20]([CH2:22][CH2:23][C:24]([NH:26][C:27]3[CH:32]=[CH:31][C:30]([C:33]([NH:35][N:36]=[C:5]4[C:4]5[C:8](=[CH:9][CH:10]=[C:2]([Br:1])[CH:3]=5)[NH:7][C:6]4=[O:11])=[O:34])=[CH:29][CH:28]=3)=[O:25])=[CH:21][C:16]=2[O:15][CH2:14]1, predict the reactants needed to synthesize it.